Dataset: Catalyst prediction with 721,799 reactions and 888 catalyst types from USPTO. Task: Predict which catalyst facilitates the given reaction. Reactant: F[C:2](F)(F)[C:3]([OH:5])=O.C(C1C=C([C:20]2[S:24][C:23]([C:25]3[CH:26]=[C:27]4[C:32](=[CH:33][CH:34]=3)[CH2:31][N:30](C(OC(C)(C)C)=O)[CH2:29][CH2:28]4)=[N:22][N:21]=2)C=CC=1OC(C)C)#N. Product: [CH3:26][CH:27]([O:5][C:3]1[C:2]([C:20]2[S:24][C:23]([C:25]3[CH:26]=[C:27]4[C:32](=[CH:33][CH:34]=3)[CH2:31][NH:30][CH2:29][CH2:28]4)=[N:22][N:21]=2)=[CH:32][CH:33]=[CH:34][C:25]=1[C:23]#[N:22])[CH3:28]. The catalyst class is: 2.